Dataset: Catalyst prediction with 721,799 reactions and 888 catalyst types from USPTO. Task: Predict which catalyst facilitates the given reaction. Reactant: [F:1][C:2]1[CH:9]=[CH:8][C:5]([CH2:6][NH2:7])=[CH:4][CH:3]=1.[F:10][C:11]([F:22])([F:21])[C:12]([N:14]1[CH2:19][CH2:18][C:17](=O)[CH2:16][CH2:15]1)=[O:13].C(O)(=O)C.[BH3-]C#N.[Na+]. Product: [F:1][C:2]1[CH:9]=[CH:8][C:5]([CH2:6][NH:7][CH:17]2[CH2:18][CH2:19][N:14]([C:12](=[O:13])[C:11]([F:10])([F:21])[F:22])[CH2:15][CH2:16]2)=[CH:4][CH:3]=1. The catalyst class is: 5.